From a dataset of Forward reaction prediction with 1.9M reactions from USPTO patents (1976-2016). Predict the product of the given reaction. (1) The product is: [OH:15][C@H:16]([C:20]1[CH:25]=[CH:24][CH:23]=[CH:22][CH:21]=1)[C:17]([OH:19])=[O:18].[Cl:2][C:3]1[CH:4]=[C:5]([C@H:10]2[CH2:14][CH2:13][NH:12][CH2:11]2)[CH:6]=[C:7]([Cl:9])[CH:8]=1. Given the reactants O.[Cl:2][C:3]1[CH:4]=[C:5]([CH:10]2[CH2:14][CH2:13][NH:12][CH2:11]2)[CH:6]=[C:7]([Cl:9])[CH:8]=1.[OH:15][C@H:16]([C:20]1[CH:25]=[CH:24][CH:23]=[CH:22][CH:21]=1)[C:17]([OH:19])=[O:18], predict the reaction product. (2) Given the reactants [NH2:1][CH2:2][C@H:3]1[O:11][C@H:10]2[C@H:6]([N:7]=[C:8]([CH2:12][CH2:13][NH:14][C:15](=[O:21])[O:16][C:17]([CH3:20])([CH3:19])[CH3:18])[S:9]2)[C@@H:5]([OH:22])[C@@H:4]1[OH:23].[CH:24](=O)[C:25]1[CH:30]=[CH:29][CH:28]=[CH:27][CH:26]=1.C([BH3-])#N.[Na+], predict the reaction product. The product is: [CH2:24]([NH:1][CH2:2][C@H:3]1[O:11][C@H:10]2[C@H:6]([N:7]=[C:8]([CH2:12][CH2:13][NH:14][C:15](=[O:21])[O:16][C:17]([CH3:20])([CH3:18])[CH3:19])[S:9]2)[C@@H:5]([OH:22])[C@@H:4]1[OH:23])[C:25]1[CH:30]=[CH:29][CH:28]=[CH:27][CH:26]=1.